From a dataset of CYP1A2 inhibition data for predicting drug metabolism from PubChem BioAssay. Regression/Classification. Given a drug SMILES string, predict its absorption, distribution, metabolism, or excretion properties. Task type varies by dataset: regression for continuous measurements (e.g., permeability, clearance, half-life) or binary classification for categorical outcomes (e.g., BBB penetration, CYP inhibition). Dataset: cyp1a2_veith. (1) The compound is CC(C)(CO[C@H]1C[C@H]2CC[C@@]1(C)C2(C)C)[N+](=O)[O-]. The result is 0 (non-inhibitor). (2) The result is 1 (inhibitor). The drug is COc1ncc2nc(-c3ccc(F)cc3)c(=O)n(-c3ccccc3)c2n1. (3) The drug is COC(=O)N1CCC2(CC1)CCN(c1ccccn1)CC2. The result is 0 (non-inhibitor). (4) The compound is C#C[C@@]1(O)CC[C@@H]2[C@@H]3CCC4=CC(=O)CC[C@@H]4[C@H]3CC[C@]21C. The result is 0 (non-inhibitor). (5) The drug is NC(=O)C1(NC(=O)[C@@H]2CC3(CC(c4cccc(NC(=O)[C@@H]5CCC(=O)N5)c4)=NO3)CN2C(=O)Cc2ccc(Cl)cc2)CC1. The result is 0 (non-inhibitor). (6) The drug is Cc1cnc(NC(=O)CSc2ccc(Cl)cc2)s1. The result is 1 (inhibitor).